This data is from Full USPTO retrosynthesis dataset with 1.9M reactions from patents (1976-2016). The task is: Predict the reactants needed to synthesize the given product. (1) Given the product [Br:1][C:2]1[CH:8]=[CH:7][C:5]2[N:6]=[C:15]([C:14]3[CH:18]=[CH:19][C:11]([F:10])=[CH:12][CH:13]=3)[O:9][C:4]=2[CH:3]=1, predict the reactants needed to synthesize it. The reactants are: [Br:1][C:2]1[CH:8]=[CH:7][C:5]([NH2:6])=[C:4]([OH:9])[CH:3]=1.[F:10][C:11]1[CH:19]=[CH:18][C:14]([C:15](O)=O)=[CH:13][CH:12]=1. (2) Given the product [C:25]([C:27]1[CH:28]=[C:29]([C:37]([N:6]([CH2:5][CH:4]([C:8]2[CH:15]=[CH:14][C:11]([C:12]#[N:13])=[CH:10][CH:9]=2)[CH2:3][CH2:2][OH:1])[CH3:7])=[O:38])[C:30]2[C:35]([CH:36]=1)=[CH:34][CH:33]=[CH:32][CH:31]=2)#[N:26], predict the reactants needed to synthesize it. The reactants are: [OH:1][CH2:2][CH2:3][CH:4]([C:8]1[CH:15]=[CH:14][C:11]([C:12]#[N:13])=[CH:10][CH:9]=1)[CH2:5][NH:6][CH3:7].CCN(C(C)C)C(C)C.[C:25]([C:27]1[CH:28]=[C:29]([C:37](Cl)=[O:38])[C:30]2[C:35]([CH:36]=1)=[CH:34][CH:33]=[CH:32][CH:31]=2)#[N:26]. (3) Given the product [CH2:19]=[O:20].[N:32]1[C:39]([NH2:40])=[N:38][C:36]([NH2:37])=[N:35][C:33]=1[NH2:34], predict the reactants needed to synthesize it. The reactants are: CCN(C1C=CC2C3(C4C=C(Cl)C=CC=4OC=2C=1)O[C:19](=[O:20])C1C3=CC=CC=1)CC.[OH-].[Na+].[N:32]1[C:39]([NH2:40])=[N:38][C:36]([NH2:37])=[N:35][C:33]=1[NH2:34].C=O. (4) Given the product [CH2:19]([C:11]1[CH2:12][C:10]=1[CH3:9])[CH2:20][CH2:21][CH2:22][CH2:23][CH2:24][CH3:25], predict the reactants needed to synthesize it. The reactants are: CN(C)CCN(C)C.[CH3:9][C:10]1[CH2:12][CH:11]=1.C([Li])CCC.I[CH2:19][CH2:20][CH2:21][CH2:22][CH2:23][CH2:24][CH3:25].